This data is from Aqueous solubility values for 9,982 compounds from the AqSolDB database. The task is: Regression/Classification. Given a drug SMILES string, predict its absorption, distribution, metabolism, or excretion properties. Task type varies by dataset: regression for continuous measurements (e.g., permeability, clearance, half-life) or binary classification for categorical outcomes (e.g., BBB penetration, CYP inhibition). For this dataset (solubility_aqsoldb), we predict Y. (1) The drug is OCCCc1ccccc1. The Y is -1.38 log mol/L. (2) The Y is 1.03 log mol/L. The drug is Cc1ccccn1. (3) The molecule is CC(C)COP(=S)([S-])OCC(C)C.CC(C)COP(=S)([S-])OCC(C)C.[Zn+2]. The Y is -2.52 log mol/L. (4) The Y is -5.06 log mol/L. The drug is CCCCC(CC)CCCCCC(C)CCCC(=O)O. (5) The Y is -2.77 log mol/L. The molecule is CC#CCCCC. (6) The Y is -2.34 log mol/L. The molecule is COc1ccc(C)cc1.